Dataset: Forward reaction prediction with 1.9M reactions from USPTO patents (1976-2016). Task: Predict the product of the given reaction. (1) The product is: [O:1]1[CH2:5][CH2:4][O:3][CH:2]1[C:6]1[CH:13]=[CH:12][C:9](/[C:10](=[N:15]/[OH:16])/[NH2:11])=[CH:8][CH:7]=1. Given the reactants [O:1]1[CH2:5][CH2:4][O:3][CH:2]1[C:6]1[CH:13]=[CH:12][C:9]([C:10]#[N:11])=[CH:8][CH:7]=1.Cl.[NH2:15][OH:16].C(=O)(O)[O-].[Na+], predict the reaction product. (2) Given the reactants [O:1]=[C:2]1[C@@:6]([N:12]2[CH:16]=[CH:15][CH:14]=[CH:13]2)([C:7]([O:9][CH2:10][CH3:11])=[O:8])[CH2:5][C:4](=[O:17])[NH:3]1.[CH:18]([NH:21][CH:22]([CH3:24])[CH3:23])([CH3:20])[CH3:19].CCCCCC, predict the reaction product. The product is: [CH:18]([NH:21][CH:22]([CH3:24])[CH3:23])([CH3:20])[CH3:19].[O:1]=[C:2]1[C@@:6]([N:12]2[CH:13]=[CH:14][CH:15]=[CH:16]2)([C:7]([O:9][CH2:10][CH3:11])=[O:8])[CH2:5][C:4](=[O:17])[NH:3]1. (3) Given the reactants [Cl:1][C:2]1[N:10]=[C:9]2[C:5]([N:6]=[C:7]([CH2:12][CH:13]=O)[N:8]2[CH3:11])=[C:4]([N:15]2[CH2:20][CH2:19][O:18][CH2:17][CH2:16]2)[N:3]=1.[NH:21]1[CH2:26][CH2:25][CH:24]([C:27]([OH:30])([CH3:29])[CH3:28])[CH2:23][CH2:22]1.C(OC)(OC)OC.C(O)(=O)C.C(O[BH-](OC(=O)C)OC(=O)C)(=O)C.[Na+], predict the reaction product. The product is: [Cl:1][C:2]1[N:10]=[C:9]2[C:5]([N:6]=[C:7]([CH2:12][CH2:13][N:21]3[CH2:26][CH2:25][CH:24]([C:27]([OH:30])([CH3:29])[CH3:28])[CH2:23][CH2:22]3)[N:8]2[CH3:11])=[C:4]([N:15]2[CH2:20][CH2:19][O:18][CH2:17][CH2:16]2)[N:3]=1.